This data is from Catalyst prediction with 721,799 reactions and 888 catalyst types from USPTO. The task is: Predict which catalyst facilitates the given reaction. (1) Reactant: [ClH:1].[C:2]([C:4]1[CH:5]=[CH:6][C:7]([O:10][CH:11]2[CH2:16][CH2:15][N:14](C(OC(C)(C)C)=O)[CH2:13][CH2:12]2)=[N:8][CH:9]=1)#[N:3]. Product: [ClH:1].[ClH:1].[NH:14]1[CH2:15][CH2:16][CH:11]([O:10][C:7]2[N:8]=[CH:9][C:4]([C:2]#[N:3])=[CH:5][CH:6]=2)[CH2:12][CH2:13]1. The catalyst class is: 8. (2) Reactant: [NH2:1][C:2]1[CH:3]=[C:4]([CH:17]=[CH:18][C:19]=1[F:20])[CH2:5][C:6]1[C:15]2[C:10](=[CH:11][CH:12]=[CH:13][CH:14]=2)[C:9](=[O:16])[NH:8][N:7]=1.[CH3:21][CH:22]1[CH2:26][C:25](=[O:27])[O:24][C:23]1=[O:28].C1(C)C=CC=CC=1. Product: [F:20][C:19]1[CH:18]=[CH:17][C:4]([CH2:5][C:6]2[C:15]3[C:10](=[CH:11][CH:12]=[CH:13][CH:14]=3)[C:9](=[O:16])[NH:8][N:7]=2)=[CH:3][C:2]=1[NH:1][C:25](=[O:27])[CH2:26][CH:22]([CH3:21])[C:23]([OH:28])=[O:24]. The catalyst class is: 6. (3) Reactant: [O:1]1[C:10]2[CH:9]=[C:8]([CH2:11][NH:12][CH:13]3[CH2:18][CH2:17][N:16]([CH2:19][CH2:20][N:21]4[C:30]5[C:25](=[CH:26][CH:27]=[C:28]([O:31][CH3:32])[CH:29]=5)[N:24]=[CH:23][C:22]4=[O:33])[CH2:15][CH2:14]3)[N:7]=[CH:6][C:5]=2[O:4][CH2:3][CH2:2]1.[BH4-].[Na+]. Product: [O:1]1[C:10]2[CH:9]=[C:8]([CH2:11][NH:12][CH:13]3[CH2:14][CH2:15][N:16]([CH2:19][CH2:20][N:21]4[C:30]5[C:25](=[CH:26][CH:27]=[C:28]([O:31][CH3:32])[CH:29]=5)[NH:24][CH2:23][C:22]4=[O:33])[CH2:17][CH2:18]3)[N:7]=[CH:6][C:5]=2[O:4][CH2:3][CH2:2]1. The catalyst class is: 8. (4) Reactant: [OH:1][C@H:2]1[CH2:7][N:6]([C:8]([O:10][C:11]([CH3:14])([CH3:13])[CH3:12])=[O:9])[C@H:5]([CH3:15])[CH2:4][CH2:3]1.[H-].[Na+].[C:18]([C:20]1[CH:25]=[CH:24][N:23]=[C:22](F)[CH:21]=1)#[N:19]. Product: [C:18]([C:20]1[CH:25]=[CH:24][N:23]=[C:22]([O:1][C@H:2]2[CH2:7][N:6]([C:8]([O:10][C:11]([CH3:14])([CH3:13])[CH3:12])=[O:9])[C@H:5]([CH3:15])[CH2:4][CH2:3]2)[CH:21]=1)#[N:19]. The catalyst class is: 16.